Predict the reaction yield, written as a fraction of the theoretical maximum amount of product (1.0 means a 100% yield; for example, 0.34 means a 34% yield). From a dataset of Reaction yield outcomes from USPTO patents with 853,638 reactions. (1) The reactants are C(OC([N:6]1[CH2:30][C@:29]2([C:31](=[O:35])[CH2:32][S:33][CH3:34])[C@@H:8]([CH2:9][C@H:10]3[C@H:23]4[C@@:14]([F:27])([C@:15]5([CH3:26])[C:20]([C@@H:21]([F:24])[CH2:22]4)=[CH:19][C:18](=[O:25])[CH:17]=[CH:16]5)[C@@H:13]([OH:28])[CH2:12][C@@:11]32[CH3:36])[CH2:7]1)=O)=C.[ClH:37].O1CCOCC1. The catalyst is C(Cl)Cl. The product is [ClH:37].[F:27][C@@:14]12[C@:15]3([CH3:26])[C:20](=[CH:19][C:18](=[O:25])[CH:17]=[CH:16]3)[C@@H:21]([F:24])[CH2:22][C@H:23]1[C@@H:10]1[CH2:9][C@@H:8]3[C@:29]([C:31](=[O:35])[CH2:32][S:33][CH3:34])([C@@:11]1([CH3:36])[CH2:12][C@@H:13]2[OH:28])[CH2:30][NH:6][CH2:7]3. The yield is 0.930. (2) The reactants are [CH3:1]C([O-])(C)C.[K+].[CH3:7][O:8][C:9]([C@H:11]1[CH2:16][CH2:15][C@H:14]([NH:17][CH2:18][C:19]2[CH:28]=[CH:27][C:22]3[O:23][CH2:24][CH2:25][O:26][C:21]=3[CH:20]=2)[CH2:13][CH2:12]1)=[O:10].CI. The catalyst is CN(C)C=O. The product is [CH3:7][O:8][C:9]([C@H:11]1[CH2:16][CH2:15][C@H:14]([N:17]([CH2:18][C:19]2[CH:28]=[CH:27][C:22]3[O:23][CH2:24][CH2:25][O:26][C:21]=3[CH:20]=2)[CH3:1])[CH2:13][CH2:12]1)=[O:10]. The yield is 0.980. (3) The reactants are [Br:1][C:2]1[C:3](Br)=[N:4][C:5]([F:16])=[C:6]([C:14]=1[F:15])[C:7]([O:9][C:10]([CH3:13])([CH3:12])[CH3:11])=[O:8].[CH3:18][N:19]1[C:27]2[C:22](=[CH:23][C:24](B(O)O)=[CH:25][CH:26]=2)[CH:21]=[CH:20]1.C([O-])([O-])=O.[K+].[K+]. The catalyst is C(#N)C. The product is [Br:1][C:2]1[C:3]([C:24]2[CH:23]=[C:22]3[C:27](=[CH:26][CH:25]=2)[N:19]([CH3:18])[CH:20]=[CH:21]3)=[N:4][C:5]([F:16])=[C:6]([C:14]=1[F:15])[C:7]([O:9][C:10]([CH3:13])([CH3:12])[CH3:11])=[O:8]. The yield is 0.730.